Task: Regression/Classification. Given a drug SMILES string, predict its absorption, distribution, metabolism, or excretion properties. Task type varies by dataset: regression for continuous measurements (e.g., permeability, clearance, half-life) or binary classification for categorical outcomes (e.g., BBB penetration, CYP inhibition). Dataset: cyp2c9_veith.. Dataset: CYP2C9 inhibition data for predicting drug metabolism from PubChem BioAssay (1) The drug is CCCOc1ccc(C2C(=O)N(C3CCCCC3)CC(=O)N2C2CC2)cc1OC. The result is 1 (inhibitor). (2) The compound is CC(C)CSC[C@@H]1O[C@H](n2cnc3c(N)nccc32)[C@H](O)[C@@H]1O. The result is 0 (non-inhibitor). (3) The drug is CC(=O)NC(Cc1ccc(F)cc1)C(=O)O. The result is 0 (non-inhibitor). (4) The result is 0 (non-inhibitor). The compound is CN1CCN([C@@H]2Cc3ccccc3Sc3ccc(Cl)cc32)CC1. (5) The result is 0 (non-inhibitor). The drug is Clc1cccc(C=NC=Nc2cccc(Cl)c2)c1. (6) The compound is CC(C)CCNC(=O)Cc1ccccc1[N+](=O)[O-]. The result is 0 (non-inhibitor). (7) The compound is Cn1c(=O)c2c(nc(C(=N)SCC(=O)O)n2C)n(C)c1=O. The result is 0 (non-inhibitor). (8) The drug is C=CCn1ncc(OC)c(Cl)c1=O. The result is 0 (non-inhibitor). (9) The compound is O=C(c1csnn1)N1CCC2(CC1)CN(c1ccccn1)C2. The result is 0 (non-inhibitor).